This data is from Full USPTO retrosynthesis dataset with 1.9M reactions from patents (1976-2016). The task is: Predict the reactants needed to synthesize the given product. (1) Given the product [F:21][C:18]1[CH:19]=[CH:20][C:15]([C:7]2[C:6]3[C:11](=[CH:12][C:3]([CH2:2][N:31]4[CH:35]=[C:34]([CH:36]=[O:37])[CH:33]=[N:32]4)=[CH:4][CH:5]=3)[N:10]=[C:9]([C:13]#[N:14])[CH:8]=2)=[CH:16][CH:17]=1, predict the reactants needed to synthesize it. The reactants are: Br[CH2:2][C:3]1[CH:12]=[C:11]2[C:6]([C:7]([C:15]3[CH:20]=[CH:19][C:18]([F:21])=[CH:17][CH:16]=3)=[CH:8][C:9]([C:13]#[N:14])=[N:10]2)=[CH:5][CH:4]=1.CCN(C(C)C)C(C)C.[NH:31]1[CH:35]=[C:34]([CH:36]=[O:37])[CH:33]=[N:32]1. (2) The reactants are: Cl.ClC1C=CC(NN)=CC=1.BrCC1(C2C=CC(F)=CC=2)CC1.[Cl:23][C:24]1[CH:29]=[CH:28][C:27]([N:30]([CH2:32][C:33]2([C:36]3[CH:41]=[CH:40][C:39]([F:42])=[CH:38][CH:37]=3)[CH2:35][CH2:34]2)N)=[CH:26][CH:25]=1.C(OC(OCC)CCCNC)C.ClC1C=C2[C:62](=CC=1)[N:61]([CH2:65][C:66]1([C:69]3[CH:74]=[CH:73]C(F)=CC=3)CC1)C=C2CCNC.C=O.C(O)(C(F)(F)F)=O. Given the product [Cl:23][C:24]1[CH:29]=[C:28]2[C:27](=[CH:26][CH:25]=1)[N:30]([CH2:32][C:33]1([C:36]3[CH:41]=[CH:40][C:39]([F:42])=[CH:38][CH:37]=3)[CH2:35][CH2:34]1)[C:74]1[CH2:73][N:61]([CH3:62])[CH2:65][CH2:66][C:69]2=1, predict the reactants needed to synthesize it.